This data is from Forward reaction prediction with 1.9M reactions from USPTO patents (1976-2016). The task is: Predict the product of the given reaction. (1) Given the reactants [CH3:1][C:2]12[C:8]([CH3:10])([CH3:9])[C:5]([C:11]([O:13][CH2:14][CH:15]3[CH:17]([CH2:18][O:19][CH3:20])[C:16]3([CH3:33])[C:21]3[CH:26]=[C:25]([CH:27]([CH3:29])[CH3:28])[CH:24]=[C:23]([CH:30]([CH3:32])[CH3:31])[CH:22]=3)=[O:12])([CH2:6][CH2:7]1)[O:4][C:3]2=[O:34].COCC1[C@H](CO)C1(C)C1C=C(C(C)C)C=C(C(C)C)C=1.CCOC(C)=O, predict the reaction product. The product is: [CH3:1][C:2]12[C:8]([CH3:9])([CH3:10])[C:5]([C:11]([O:13][CH2:14][C@@H:15]3[C@@H:17]([CH2:18][O:19][CH3:20])[C@:16]3([CH3:33])[C:21]3[CH:26]=[C:25]([CH:27]([CH3:28])[CH3:29])[CH:24]=[C:23]([CH:30]([CH3:32])[CH3:31])[CH:22]=3)=[O:12])([CH2:6][CH2:7]1)[O:4][C:3]2=[O:34]. (2) Given the reactants [Cl:1][C:2]1[CH:3]=[C:4]([C:9]2([C:23]([F:26])([F:25])[F:24])[CH2:13][N:12]=[C:11]([C:14]3[CH:21]=[CH:20][C:17]([CH:18]=O)=[C:16]([Cl:22])[CH:15]=3)[CH2:10]2)[CH:5]=[C:6]([Cl:8])[CH:7]=1.Cl.C([NH:30][NH:31][C:32]([NH2:34])=[O:33])C.O.[CH2:36](O)[CH3:37], predict the reaction product. The product is: [CH2:36]([N:31]([C:32]([NH2:34])=[O:33])[N:30]=[CH:18][C:17]1[CH:20]=[CH:21][C:14]([C:11]2[CH2:10][C:9]([C:4]3[CH:3]=[C:2]([Cl:1])[CH:7]=[C:6]([Cl:8])[CH:5]=3)([C:23]([F:24])([F:25])[F:26])[CH2:13][N:12]=2)=[CH:15][C:16]=1[Cl:22])[CH3:37]. (3) The product is: [Cl:22][C:17]1[CH:16]=[C:15]([NH:14][C:5]2[C:4]3[C:9](=[CH:10][CH:11]=[C:2]([NH:1][CH2:29][C:28]4[CH:31]=[CH:32][C:25]([C:23]#[N:24])=[CH:26][CH:27]=4)[CH:3]=3)[N:8]=[CH:7][C:6]=2[C:12]#[N:13])[CH:20]=[CH:19][C:18]=1[F:21]. Given the reactants [NH2:1][C:2]1[CH:3]=[C:4]2[C:9](=[CH:10][CH:11]=1)[N:8]=[CH:7][C:6]([C:12]#[N:13])=[C:5]2[NH:14][C:15]1[CH:20]=[CH:19][C:18]([F:21])=[C:17]([Cl:22])[CH:16]=1.[C:23]([C:25]1[CH:32]=[CH:31][C:28]([CH:29]=O)=[CH:27][CH:26]=1)#[N:24].[BH3-]C#N.[Na+], predict the reaction product. (4) Given the reactants [Cl:1][C:2]1[CH:3]=[C:4]([CH2:9][OH:10])[CH:5]=[N:6][C:7]=1[Cl:8].[F:11][C:12]1[CH:24]=[C:23](F)[C:22]([F:26])=[CH:21][C:13]=1[C:14]([O:16][C:17]([CH3:20])([CH3:19])[CH3:18])=[O:15].C(=O)([O-])[O-].[K+].[K+].O, predict the reaction product. The product is: [Cl:1][C:2]1[CH:3]=[C:4]([CH2:9][O:10][C:23]2[C:22]([F:26])=[CH:21][C:13]([C:14]([O:16][C:17]([CH3:18])([CH3:19])[CH3:20])=[O:15])=[C:12]([F:11])[CH:24]=2)[CH:5]=[N:6][C:7]=1[Cl:8]. (5) The product is: [OH:1][CH:2]1[C:10]2[C:5](=[CH:6][CH:7]=[CH:8][CH:9]=2)[N:4]([C:11]([O:13][C:14]([CH3:17])([CH3:16])[CH3:15])=[O:12])[CH2:3]1. Given the reactants [O:1]=[C:2]1[C:10]2[C:5](=[CH:6][CH:7]=[CH:8][CH:9]=2)[N:4]([C:11]([O:13][C:14]([CH3:17])([CH3:16])[CH3:15])=[O:12])[CH2:3]1.O1CCCC1.CO.[BH4-].[Na+], predict the reaction product. (6) Given the reactants [Cl:1][C:2]1[CH:3]=[C:4]([NH:16][C:17]2[C:26]3[C:21](=[CH:22][CH:23]=[CH:24][C:25]=3[O:27][C@H:28]([CH3:33])[C:29](OC)=[O:30])[N:20]=[CH:19][N:18]=2)[CH:5]=[CH:6][C:7]=1[O:8][CH2:9][C:10]1[CH:15]=[CH:14][CH:13]=[CH:12][N:11]=1.[OH:34][CH2:35][C@H:36]1[CH2:40][CH2:39][CH2:38][NH:37]1, predict the reaction product. The product is: [Cl:1][C:2]1[CH:3]=[C:4]([NH:16][C:17]2[C:26]3[C:21](=[CH:22][CH:23]=[CH:24][C:25]=3[O:27][C@H:28]([CH3:33])[C:29]([N:37]3[CH2:38][CH2:39][CH2:40][C@@H:36]3[CH2:35][OH:34])=[O:30])[N:20]=[CH:19][N:18]=2)[CH:5]=[CH:6][C:7]=1[O:8][CH2:9][C:10]1[CH:15]=[CH:14][CH:13]=[CH:12][N:11]=1. (7) Given the reactants CO[C:3]([C:5]1[NH:6][N:7]=[C:8]([O:10][CH2:11][C:12]2[C:13]([CH2:18][CH2:19][CH2:20][CH3:21])=[N:14][O:15][C:16]=2[CH3:17])[CH:9]=1)=[O:4].[CH3:22][N:23]([CH3:25])[NH2:24], predict the reaction product. The product is: [CH3:22][N:23]([CH3:25])[NH:24][C:3]([C:5]1[NH:6][N:7]=[C:8]([O:10][CH2:11][C:12]2[C:13]([CH2:18][CH2:19][CH2:20][CH3:21])=[N:14][O:15][C:16]=2[CH3:17])[CH:9]=1)=[O:4].